This data is from Forward reaction prediction with 1.9M reactions from USPTO patents (1976-2016). The task is: Predict the product of the given reaction. Given the reactants [S:1]1[CH:5]=[CH:4][CH:3]=[CH:2]1.Cl.O.[CH2:8]1C[O:11][CH2:10][CH2:9]1, predict the reaction product. The product is: [S:1]1[CH:5]=[CH:4][C:3]([CH:9]([CH3:8])[CH:10]=[O:11])=[CH:2]1.